Dataset: NCI-60 drug combinations with 297,098 pairs across 59 cell lines. Task: Regression. Given two drug SMILES strings and cell line genomic features, predict the synergy score measuring deviation from expected non-interaction effect. (1) Drug 1: C1CCC(C1)C(CC#N)N2C=C(C=N2)C3=C4C=CNC4=NC=N3. Drug 2: CNC(=O)C1=NC=CC(=C1)OC2=CC=C(C=C2)NC(=O)NC3=CC(=C(C=C3)Cl)C(F)(F)F. Cell line: HCT-15. Synergy scores: CSS=9.94, Synergy_ZIP=-6.78, Synergy_Bliss=-11.2, Synergy_Loewe=-12.6, Synergy_HSA=-12.6. (2) Drug 1: CCC1(CC2CC(C3=C(CCN(C2)C1)C4=CC=CC=C4N3)(C5=C(C=C6C(=C5)C78CCN9C7C(C=CC9)(C(C(C8N6C=O)(C(=O)OC)O)OC(=O)C)CC)OC)C(=O)OC)O.OS(=O)(=O)O. Drug 2: C1=CN(C=N1)CC(O)(P(=O)(O)O)P(=O)(O)O. Cell line: A549. Synergy scores: CSS=1.74, Synergy_ZIP=0.338, Synergy_Bliss=0.825, Synergy_Loewe=-20.3, Synergy_HSA=-1.29. (3) Drug 1: CCC1=CC2CC(C3=C(CN(C2)C1)C4=CC=CC=C4N3)(C5=C(C=C6C(=C5)C78CCN9C7C(C=CC9)(C(C(C8N6C)(C(=O)OC)O)OC(=O)C)CC)OC)C(=O)OC.C(C(C(=O)O)O)(C(=O)O)O. Drug 2: C1CC(C1)(C(=O)O)C(=O)O.[NH2-].[NH2-].[Pt+2]. Cell line: NCI-H322M. Synergy scores: CSS=18.1, Synergy_ZIP=-5.33, Synergy_Bliss=-4.77, Synergy_Loewe=-31.1, Synergy_HSA=-4.76. (4) Drug 1: C1=CN(C=N1)CC(O)(P(=O)(O)O)P(=O)(O)O. Drug 2: N.N.Cl[Pt+2]Cl. Cell line: SN12C. Synergy scores: CSS=38.7, Synergy_ZIP=-3.15, Synergy_Bliss=-2.14, Synergy_Loewe=-5.82, Synergy_HSA=-4.77. (5) Cell line: SK-MEL-2. Drug 1: CNC(=O)C1=CC=CC=C1SC2=CC3=C(C=C2)C(=NN3)C=CC4=CC=CC=N4. Drug 2: CN(C)N=NC1=C(NC=N1)C(=O)N. Synergy scores: CSS=-5.70, Synergy_ZIP=1.93, Synergy_Bliss=-2.93, Synergy_Loewe=-7.31, Synergy_HSA=-6.28. (6) Drug 1: C1=C(C(=O)NC(=O)N1)F. Drug 2: CN(C(=O)NC(C=O)C(C(C(CO)O)O)O)N=O. Cell line: HOP-92. Synergy scores: CSS=17.5, Synergy_ZIP=-1.31, Synergy_Bliss=-1.55, Synergy_Loewe=-4.45, Synergy_HSA=0.570.